From a dataset of Catalyst prediction with 721,799 reactions and 888 catalyst types from USPTO. Predict which catalyst facilitates the given reaction. (1) Reactant: [NH2:1][C:2]1[N:3]=[CH:4][C:5]([C:8]([O:10][CH3:11])=[O:9])=[N:6][CH:7]=1.[Br:12]N1C(=O)CCC1=O. Product: [NH2:1][C:2]1[N:3]=[CH:4][C:5]([C:8]([O:10][CH3:11])=[O:9])=[N:6][C:7]=1[Br:12]. The catalyst class is: 10. (2) Reactant: CC(C)([O-])C.[K+].[Cl:7][C:8]1[CH:13]=[CH:12][C:11]([C:14]2[CH:19]=[CH:18][C:17]([CH3:20])=[C:16]([CH2:21][C:22]([NH:24][C@@:25]3([C:35]([O:37]C)=O)[CH2:30][CH2:29][CH2:28][C@H:27]([C:31]([F:34])([F:33])[F:32])[CH2:26]3)=[O:23])[CH:15]=2)=[CH:10][CH:9]=1.Cl. Product: [Cl:7][C:8]1[CH:13]=[CH:12][C:11]([C:14]2[CH:19]=[CH:18][C:17]([CH3:20])=[C:16]([C:21]3[C:22](=[O:23])[NH:24][C@:25]4([CH2:30][CH2:29][CH2:28][C@H:27]([C:31]([F:32])([F:34])[F:33])[CH2:26]4)[C:35]=3[OH:37])[CH:15]=2)=[CH:10][CH:9]=1. The catalyst class is: 9. (3) Reactant: [F:1][C:2]1[CH:3]=[C:4]([C:9]2[CH:14]=[CH:13][C:12]([F:15])=[CH:11][C:10]=2[F:16])[CH:5]=[CH:6][C:7]=1[NH2:8].[Cl:17][C:18]1[CH:26]=[CH:25][C:21]([C:22](Cl)=[O:23])=[CH:20][N:19]=1.ClC1C=CC(C(NC2C=CC(I)=C(C)C=2)=O)=CN=1. Product: [Cl:17][C:18]1[CH:26]=[CH:25][C:21]([C:22]([NH:8][C:7]2[CH:6]=[CH:5][C:4]([C:9]3[CH:14]=[CH:13][C:12]([F:15])=[CH:11][C:10]=3[F:16])=[CH:3][C:2]=2[F:1])=[O:23])=[CH:20][N:19]=1. The catalyst class is: 25. (4) The catalyst class is: 602. Reactant: Br[C:2]1[CH:3]=[C:4]2[C:9](=[CH:10][CH:11]=1)[N:8]=[C:7]([C:12]1[CH:17]=[CH:16][CH:15]=[CH:14][C:13]=1[F:18])[N:6]=[C:5]2[N:19]1[C:27]2[CH:26]=[CH:25][N:24]=[CH:23][C:22]=2[CH:21]=[CH:20]1.C(=O)([O-])[O-].[Na+].[Na+].B(O)(O)[C:35]1[CH:40]=[CH:39][CH:38]=[C:37]([C:41]([NH2:43])=[O:42])[CH:36]=1. Product: [F:18][C:13]1[CH:14]=[CH:15][CH:16]=[CH:17][C:12]=1[C:7]1[N:6]=[C:5]([N:19]2[C:27]3[CH:26]=[CH:25][N:24]=[CH:23][C:22]=3[CH:21]=[CH:20]2)[C:4]2[C:9](=[CH:10][CH:11]=[C:2]([C:35]3[CH:36]=[C:37]([CH:38]=[CH:39][CH:40]=3)[C:41]([NH2:43])=[O:42])[CH:3]=2)[N:8]=1. (5) Reactant: C(OC(=O)[NH:7][C@@H:8]1[C@H:13]([OH:14])[CH2:12][CH2:11][N:10]([C:15]([C:17]2[CH:39]=[CH:38][C:20]3[N:21]([CH3:37])[C:22]([C:24]4[N:32]([CH2:33][CH:34]5[CH2:36][CH2:35]5)[C:27]5=[N:28][CH:29]=[CH:30][CH:31]=[C:26]5[CH:25]=4)=[N:23][C:19]=3[CH:18]=2)=[O:16])[CH2:9]1)(C)(C)C.C(O)(C(F)(F)F)=O. Product: [NH2:7][C@@H:8]1[C@H:13]([OH:14])[CH2:12][CH2:11][N:10]([C:15]([C:17]2[CH:39]=[CH:38][C:20]3[N:21]([CH3:37])[C:22]([C:24]4[N:32]([CH2:33][CH:34]5[CH2:36][CH2:35]5)[C:27]5=[N:28][CH:29]=[CH:30][CH:31]=[C:26]5[CH:25]=4)=[N:23][C:19]=3[CH:18]=2)=[O:16])[CH2:9]1. The catalyst class is: 98. (6) Reactant: [Cl:1][C:2]1[CH:7]=[CH:6][C:5]([CH:8]([NH:14]C(=O)OC(C)(C)C)[C:9]([NH:11][CH2:12][CH3:13])=[O:10])=[CH:4][CH:3]=1.C(=O)([O-])O.[Na+]. Product: [NH2:14][CH:8]([C:5]1[CH:4]=[CH:3][C:2]([Cl:1])=[CH:7][CH:6]=1)[C:9]([NH:11][CH2:12][CH3:13])=[O:10]. The catalyst class is: 89. (7) Reactant: [S:1]1[CH:5]=[C:4]([C:6]2[CH:16]=[CH:15][C:9]([O:10][CH2:11][CH:12]3[CH2:14][O:13]3)=[CH:8][CH:7]=2)[C:3]2[CH:17]=[CH:18][CH:19]=[CH:20][C:2]1=2.[NH2:21][CH:22]1[C:30]2[C:25](=[CH:26][CH:27]=[CH:28][CH:29]=2)[CH2:24][CH2:23]1. Product: [S:1]1[CH:5]=[C:4]([C:6]2[CH:16]=[CH:15][C:9]([O:10][CH2:11][C@H:12]([OH:13])[CH2:14][NH:21][CH:22]3[C:30]4[C:25](=[CH:26][CH:27]=[CH:28][CH:29]=4)[CH2:24][CH2:23]3)=[CH:8][CH:7]=2)[C:3]2[CH:17]=[CH:18][CH:19]=[CH:20][C:2]1=2. The catalyst class is: 8. (8) Reactant: [H-].[K+].CN(C)C=O.[N:8]1[C:13]2[CH:14]=[CH:15][CH:16]=[N:17][C:12]=2[C:11](=[O:18])[NH:10][CH:9]=1.[C:19]([O:23][C:24]([N:26]1[CH2:30][CH2:29][CH:28]([O:31][CH2:32][C:33]2[CH:38]=[CH:37][CH:36]=[CH:35][CH:34]=2)[CH:27]1[CH2:39][CH:40]1[CH2:42][O:41]1)=[O:25])([CH3:22])([CH3:21])[CH3:20]. Product: [C:19]([O:23][C:24]([N:26]1[CH2:30][CH2:29][CH:28]([O:31][CH2:32][C:33]2[CH:34]=[CH:35][CH:36]=[CH:37][CH:38]=2)[CH:27]1[CH2:39][CH:40]([OH:41])[CH2:42][N:10]1[C:11](=[O:18])[C:12]2[N:17]=[CH:16][CH:15]=[CH:14][C:13]=2[N:8]=[CH:9]1)=[O:25])([CH3:22])([CH3:21])[CH3:20]. The catalyst class is: 13.